This data is from hERG Central: cardiac toxicity at 1µM, 10µM, and general inhibition. The task is: Predict hERG channel inhibition at various concentrations. (1) The drug is CCC(OCC(O)CN1CCN(CCN2C(=O)c3cccc4cccc(c34)C2=O)CC1)c1ccccc1.Cl. Results: hERG_inhib (hERG inhibition (general)): blocker. (2) The compound is CC(NC(=O)/C=C/c1ccco1)c1nc2ccccc2n1Cc1cccc(Cl)c1. Results: hERG_inhib (hERG inhibition (general)): blocker. (3) The molecule is Cc1cccc(CCNC(=O)C2CCCN(c3ncnc4c3nc3n4CCCCC3)C2)c1. Results: hERG_inhib (hERG inhibition (general)): blocker. (4) The molecule is Cc1cc(Br)ccc1NC(=O)C(C)c1ccc([N+](=O)[O-])cc1. Results: hERG_inhib (hERG inhibition (general)): blocker. (5) The compound is Cc1cccc(CN2CCCC(C(=O)N3CCc4ccccc4C3)C2)c1.O=C(O)C(=O)O. Results: hERG_inhib (hERG inhibition (general)): blocker. (6) The compound is O=C(CN1CCN(S(=O)(=O)c2ccc(F)cc2)CC1)Nc1ccc(Cl)cn1. Results: hERG_inhib (hERG inhibition (general)): blocker. (7) The molecule is COc1ccc(C(=O)C2CN(C)CC2C(=O)c2ccc(OC)cc2)cc1. Results: hERG_inhib (hERG inhibition (general)): blocker. (8) Results: hERG_inhib (hERG inhibition (general)): blocker. The drug is Cc1ccc(-c2cc(C(=O)N3CCN(C4CCS(=O)(=O)C4)CC3)c3ccccc3n2)cc1. (9) The drug is Cn1c(=O)c2c(ncn2CC(=O)N(Cc2ccccc2)c2ccccn2)n(C)c1=O. Results: hERG_inhib (hERG inhibition (general)): blocker.